Dataset: Full USPTO retrosynthesis dataset with 1.9M reactions from patents (1976-2016). Task: Predict the reactants needed to synthesize the given product. (1) Given the product [N:12]1([CH2:11][C:8]([NH:26][C:25]2[CH:27]=[C:28]([O:30][CH3:31])[CH:29]=[C:23]([O:22][CH3:21])[CH:24]=2)=[O:10])[C:16]2[CH:17]=[CH:18][CH:19]=[CH:20][C:15]=2[N:14]=[CH:13]1, predict the reactants needed to synthesize it. The reactants are: FC(F)(F)C([O-])=O.[C:8]([CH2:11][N:12]1[C:16]2[CH:17]=[CH:18][CH:19]=[CH:20][C:15]=2[NH+:14]=[CH:13]1)([OH:10])=O.[CH3:21][O:22][C:23]1[CH:24]=[C:25]([CH:27]=[C:28]([O:30][CH3:31])[CH:29]=1)[NH2:26]. (2) Given the product [CH2:10]([C:8]1=[CH:9][N:5]([C:1]([CH3:4])([CH3:3])[CH3:2])[S:6]/[C:7]/1=[N:14]\[C:22]([C@H:21]1[CH2:25][CH2:26][C@@:16]([CH3:17])([C:15]([NH2:29])=[O:28])[C:18]1([CH3:20])[CH3:19])=[O:23])[CH2:11][CH2:12][CH3:13], predict the reactants needed to synthesize it. The reactants are: [C:1]([N:5]1[CH:9]=[C:8]([CH2:10][CH2:11][CH2:12][CH3:13])[C:7](=[NH:14])[S:6]1)([CH3:4])([CH3:3])[CH3:2].[C:15]([OH:28])(=O)[C:16]1([CH2:26][CH2:25][CH:21]([C:22](O)=[O:23])[C:18]1([CH3:20])[CH3:19])[CH3:17].[NH3:29]. (3) Given the product [C:1]([C:3]1[CH:4]=[CH:5][C:6]([OH:30])=[C:7]([S:9]([N:12]([CH2:24][C:25]([O:27][CH2:28][CH3:29])=[O:26])[CH2:13][CH2:14][C:15]2[CH:20]=[CH:19][C:18]([CH:21]([CH3:22])[CH3:23])=[CH:17][CH:16]=2)(=[O:11])=[O:10])[CH:8]=1)#[N:2], predict the reactants needed to synthesize it. The reactants are: [C:1]([C:3]1[CH:4]=[CH:5][C:6]([O:30]C)=[C:7]([S:9]([N:12]([CH2:24][C:25]([O:27][CH2:28][CH3:29])=[O:26])[CH2:13][CH2:14][C:15]2[CH:20]=[CH:19][C:18]([CH:21]([CH3:23])[CH3:22])=[CH:17][CH:16]=2)(=[O:11])=[O:10])[CH:8]=1)#[N:2].[Cl-].[Li+].Cl.C(OCC)(=O)C. (4) Given the product [CH3:1][O:2][CH2:3][CH2:4][CH2:5][C:6]1[N:23]([C:24]2[C:25]([CH3:33])=[C:26]([CH:30]=[CH:31][CH:32]=2)[C:27]([NH2:29])=[O:28])[C:9]([C:11]2[CH:16]=[N:15][C:14]([C:17]3[CH:22]=[CH:21][CH:20]=[CH:19][CH:18]=3)=[CH:13][CH:12]=2)=[N:8][N:7]=1, predict the reactants needed to synthesize it. The reactants are: [CH3:1][O:2][CH2:3][CH2:4][CH2:5][C:6]1O[C:9]([C:11]2[CH:12]=[CH:13][C:14]([C:17]3[CH:22]=[CH:21][CH:20]=[CH:19][CH:18]=3)=[N:15][CH:16]=2)=[N:8][N:7]=1.[NH2:23][C:24]1[C:25]([CH3:33])=[C:26]([CH:30]=[CH:31][CH:32]=1)[C:27]([NH2:29])=[O:28].CC1(C)C2(CS(O)(=O)=O)C(CC1CC2)=O.C(Cl)(Cl)Cl. (5) The reactants are: Cl.[F:2][C:3]1[CH:4]=[CH:5][C:6]([C@@H:9]([NH2:11])[CH3:10])=[N:7][CH:8]=1.[Cl:12][C:13]1[CH:18]=[CH:17][CH:16]=[C:15](Cl)[N:14]=1. Given the product [Cl:12][C:13]1[N:14]=[C:15]([NH:11][C@H:9]([C:6]2[CH:5]=[CH:4][C:3]([F:2])=[CH:8][N:7]=2)[CH3:10])[CH:16]=[CH:17][CH:18]=1, predict the reactants needed to synthesize it. (6) Given the product [C:29]1([CH:7]([C:1]2[CH:2]=[CH:3][CH:4]=[CH:5][CH:6]=2)[N:8]2[C:16]3[C:11](=[CH:12][CH:13]=[C:14]([F:17])[CH:15]=3)[C:10]3([CH2:35][O:27][C:19]4[CH:20]=[C:21]5[C:22](=[CH:26][C:18]3=4)[CH2:23][CH2:24][O:25]5)[C:9]2=[O:28])[CH:30]=[CH:31][CH:32]=[CH:33][CH:34]=1, predict the reactants needed to synthesize it. The reactants are: [C:1]1([CH:7]([C:29]2[CH:34]=[CH:33][CH:32]=[CH:31][CH:30]=2)[N:8]2[C:16]3[C:11](=[CH:12][CH:13]=[C:14]([F:17])[CH:15]=3)[CH:10]([C:18]3[C:19]([OH:27])=[CH:20][C:21]4[O:25][CH2:24][CH2:23][C:22]=4[CH:26]=3)[C:9]2=[O:28])[CH:6]=[CH:5][CH:4]=[CH:3][CH:2]=1.[C:35]1(C(C2C=CC=CC=2)N2C3C(=CC=CC=3)C(C3C=C(C)C(OC)=CC=3O)C2=O)C=CC=CC=1. (7) Given the product [ClH:30].[Cl:30][C:27]1[CH:28]=[CH:29][C:24]2[N:23]([CH2:31][C:32]([CH3:33])([CH3:34])[CH3:35])[C:22](=[O:36])[C@@H:21]([CH2:37][C:38]([NH:55][CH2:52][CH2:53][CH3:54])=[O:39])[O:20][C@H:19]([C:15]3[CH:16]=[CH:17][CH:18]=[C:13]([O:12][CH2:11][CH2:10][CH2:9][NH:8][CH2:43][CH2:44][CH2:45][C:13]4[CH:14]=[CH:15][CH:16]=[CH:17][CH:18]=4)[C:14]=3[O:41][CH3:42])[C:25]=2[CH:26]=1, predict the reactants needed to synthesize it. The reactants are: C(OC([N:8]([CH2:43][CH2:44][CH2:45]C1C=CC=CC=1)[CH2:9][CH2:10][CH2:11][O:12][C:13]1[C:14]([O:41][CH3:42])=[C:15]([C@@H:19]2[C:25]3[CH:26]=[C:27]([Cl:30])[CH:28]=[CH:29][C:24]=3[N:23]([CH2:31][C:32]([CH3:35])([CH3:34])[CH3:33])[C:22](=[O:36])[C@@H:21]([CH2:37][C:38](O)=[O:39])[O:20]2)[CH:16]=[CH:17][CH:18]=1)=O)(C)(C)C.[CH2:52]([NH2:55])[CH2:53][CH3:54]. (8) Given the product [ClH:54].[ClH:54].[C:48]([O:33][C@H:25]1[CH2:26][C:27]2[C:32](=[CH:31][CH:30]=[CH:29][CH:28]=2)[C@@H:24]1[NH:23][C:22]([C@@H:21]1[CH2:20][N:19]2[CH2:35][C:36]([F:38])([F:39])[CH2:37][C@@H:18]2[CH2:17][N:16]1[C:14](=[O:15])[C@H:13]([CH:40]1[CH2:45][CH2:44][CH2:43][CH2:42][CH2:41]1)[NH:12][C:10](=[O:11])[C@H:9]([CH3:46])[NH:7][CH3:8])=[O:34])(=[O:50])[CH3:49], predict the reactants needed to synthesize it. The reactants are: C(OC(=O)[N:7]([C@@H:9]([CH3:46])[C:10]([NH:12][C@@H:13]([CH:40]1[CH2:45][CH2:44][CH2:43][CH2:42][CH2:41]1)[C:14]([N:16]1[C@H:21]([C:22](=[O:34])[NH:23][C@H:24]2[C:32]3[C:27](=[CH:28][CH:29]=[CH:30][CH:31]=3)[CH2:26][C@@H:25]2[OH:33])[CH2:20][N:19]2[CH2:35][C:36]([F:39])([F:38])[CH2:37][C@@H:18]2[CH2:17]1)=[O:15])=[O:11])[CH3:8])(C)(C)C.[C:48](OCC)(=[O:50])[CH3:49].[ClH:54].